This data is from Catalyst prediction with 721,799 reactions and 888 catalyst types from USPTO. The task is: Predict which catalyst facilitates the given reaction. (1) Reactant: [Br:1][CH2:2][CH2:3][C:4]1[CH:9]=[CH:8][CH:7]=[CH:6][CH:5]=1.[C:10](Cl)(=[O:14])[CH:11]([CH3:13])[CH3:12].[Cl-].[Al+3].[Cl-].[Cl-].Cl. Product: [Br:1][CH2:2][CH2:3][C:4]1[CH:9]=[CH:8][C:7]([C:10](=[O:14])[CH:11]([CH3:13])[CH3:12])=[CH:6][CH:5]=1. The catalyst class is: 262. (2) Reactant: [NH:1]1[CH2:5][CH2:4][CH2:3][C:2]1=[O:6].Br[CH2:8][CH2:9][C:10]1[CH:15]=[CH:14][CH:13]=[CH:12][CH:11]=1.[H-].[Na+]. Product: [C:10]1([CH:9]([N:1]2[CH2:5][CH2:4][CH2:3][C:2]2=[O:6])[CH3:8])[CH:15]=[CH:14][CH:13]=[CH:12][CH:11]=1. The catalyst class is: 9. (3) Reactant: [OH:1][CH:2]1[CH2:11][C:10]2[C:5](=[CH:6][CH:7]=[CH:8][C:9]=2[NH:12][C:13](=[O:35])/[CH:14]=[CH:15]/[CH:16]=[C:17](\[C:28]2[CH:33]=[CH:32][C:31]([OH:34])=[CH:30][CH:29]=2)/[C:18]2[CH:23]=[CH:22][C:21]([C:24]([F:27])([F:26])[F:25])=[CH:20][CH:19]=2)[NH:4][C:3]1=[O:36].Cl[CH2:38][C:39]#[N:40].C(=O)([O-])[O-].[K+].[K+].O. Product: [C:39]([CH2:38][O:34][C:31]1[CH:32]=[CH:33][C:28](/[C:17](/[C:18]2[CH:23]=[CH:22][C:21]([C:24]([F:26])([F:27])[F:25])=[CH:20][CH:19]=2)=[CH:16]\[CH:15]=[CH:14]\[C:13]([NH:12][C:9]2[CH:8]=[CH:7][CH:6]=[C:5]3[C:10]=2[CH2:11][CH:2]([OH:1])[C:3](=[O:36])[NH:4]3)=[O:35])=[CH:29][CH:30]=1)#[N:40]. The catalyst class is: 3. (4) Reactant: [CH3:1][C:2]1[C:3]([C:13]([O:15][CH3:16])=[O:14])=[CH:4][N:5]([C:7]2[CH:12]=[CH:11][CH:10]=[CH:9][CH:8]=2)[CH:6]=1.IN1C(=O)CCC1=O.[C:25]1([SH:31])[CH:30]=[CH:29][CH:28]=[CH:27][CH:26]=1.S([O-])([O-])(=O)=S.[Na+].[Na+]. Product: [CH3:1][C:2]1[C:3]([C:13]([O:15][CH3:16])=[O:14])=[CH:4][N:5]([C:7]2[CH:12]=[CH:11][CH:10]=[CH:9][CH:8]=2)[C:6]=1[S:31][C:25]1[CH:30]=[CH:29][CH:28]=[CH:27][CH:26]=1. The catalyst class is: 7. (5) Reactant: [Cl:1][C:2]1[C:9]([Cl:10])=[CH:8][CH:7]=[C:6]([N+:11]([O-:13])=[O:12])[C:3]=1[C:4]#[N:5].[BH4-].[Na+].B(F)(F)F.CCOCC.Cl.[OH-].[Na+]. Product: [ClH:1].[Cl:1][C:2]1[C:9]([Cl:10])=[CH:8][CH:7]=[C:6]([N+:11]([O-:13])=[O:12])[C:3]=1[CH2:4][NH2:5]. The catalyst class is: 20.